Dataset: Catalyst prediction with 721,799 reactions and 888 catalyst types from USPTO. Task: Predict which catalyst facilitates the given reaction. (1) Reactant: [C:1]1([CH3:12])[CH:6]=[CH:5][C:4]([O:7][CH2:8][C:9]([Cl:11])=[O:10])=[CH:3][CH:2]=1.[CH2:13]([C:17]1C=CC(OCC(O)=O)=CC=1)[CH:14](C)C.O=S(Cl)Cl. Product: [CH2:12]([C:1]1[CH:6]=[CH:5][C:4]([O:7][CH2:8][C:9]([Cl:11])=[O:10])=[CH:3][CH:2]=1)[CH:13]([CH3:17])[CH3:14]. The catalyst class is: 48. (2) Reactant: [I:1]N1C(=O)CCC1=O.[CH2:9]([O:16][C:17]1[C:21]([O:22][CH2:23][C:24]2[CH:29]=[CH:28][CH:27]=[CH:26][CH:25]=2)=[CH:20][N:19]([C:30]2[CH:35]=[CH:34][C:33]([O:36][CH3:37])=[CH:32][CH:31]=2)[C:18]=1[C:38]([O:40][CH2:41][CH3:42])=[O:39])[C:10]1[CH:15]=[CH:14][CH:13]=[CH:12][CH:11]=1.C(OC1C(OCC2C=CC=CC=2)=C(C(OCC)=O)N(C2C=CC(OC)=CC=2)C=1C([O-])=O)C1C=CC=CC=1.C([NH+](CC)CC)C. Product: [CH2:9]([O:16][C:17]1[C:21]([O:22][CH2:23][C:24]2[CH:29]=[CH:28][CH:27]=[CH:26][CH:25]=2)=[C:20]([I:1])[N:19]([C:30]2[CH:35]=[CH:34][C:33]([O:36][CH3:37])=[CH:32][CH:31]=2)[C:18]=1[C:38]([O:40][CH2:41][CH3:42])=[O:39])[C:10]1[CH:15]=[CH:14][CH:13]=[CH:12][CH:11]=1. The catalyst class is: 3. (3) Reactant: [NH2:1][C:2]1[C:11]2[N:12]=[C:13]([CH2:20][O:21][CH2:22][CH3:23])[N:14]([CH2:15][C:16]([CH3:19])([CH3:18])[OH:17])[C:10]=2[C:9]2[CH:8]=[CH:7][CH:6]=[CH:5][C:4]=2[N:3]=1.C1(C)C=CC=CC=1.[C:31]1(=O)[O:36][C:34](=[O:35])[CH2:33][CH2:32]1. Product: [CH2:22]([O:21][CH2:20][C:13]1[N:14]([CH2:15][C:16]([OH:17])([CH3:19])[CH3:18])[C:10]2[C:9]3[CH:8]=[CH:7][CH:6]=[CH:5][C:4]=3[N:3]=[C:2]([N:1]3[C:34](=[O:35])[CH2:33][CH2:32][C:31]3=[O:36])[C:11]=2[N:12]=1)[CH3:23]. The catalyst class is: 5. (4) Reactant: [C:1]12([CH2:11][O:12][C:13]3[CH:20]=[CH:19][C:16]([C:17]#[N:18])=[CH:15][C:14]=3Br)[CH2:10][CH:5]3[CH2:6][CH:7]([CH2:9][CH:3]([CH2:4]3)[CH2:2]1)[CH2:8]2.C(=O)([O-])[O-].[K+].[K+].[CH3:28][O:29][C:30]1[C:35](B(O)O)=[CH:34][CH:33]=[CH:32][N:31]=1. Product: [C:1]12([CH2:11][O:12][C:13]3[CH:20]=[CH:19][C:16]([C:17]#[N:18])=[CH:15][C:14]=3[C:35]3[C:30]([O:29][CH3:28])=[N:31][CH:32]=[CH:33][CH:34]=3)[CH2:10][CH:5]3[CH2:6][CH:7]([CH2:9][CH:3]([CH2:4]3)[CH2:2]1)[CH2:8]2. The catalyst class is: 77. (5) Product: [S:1]1[C:5]2[CH:6]=[CH:7][CH:8]=[CH:9][C:4]=2[N:3]=[C:2]1[NH:10][C:11]([C:13]1[CH:14]=[CH:15][CH:16]=[C:17]2[C:22]=1[CH2:21][N:20]([C:23]1[N:28]=[C:27]([C:29]([OH:31])=[O:30])[C:26]([C:36]3[CH:40]=[N:39][N:38]([CH2:50][C:51]4[CH:56]=[CH:55][CH:54]=[C:53]([Cl:57])[CH:52]=4)[CH:37]=3)=[CH:25][CH:24]=1)[CH2:19][CH2:18]2)=[O:12]. The catalyst class is: 42. Reactant: [S:1]1[C:5]2[CH:6]=[CH:7][CH:8]=[CH:9][C:4]=2[N:3]=[C:2]1[N:10](COCC[Si](C)(C)C)[C:11]([C:13]1[CH:14]=[CH:15][CH:16]=[C:17]2[C:22]=1[CH2:21][N:20]([C:23]1[N:28]=[C:27]([C:29]([O:31]C(C)(C)C)=[O:30])[C:26]([C:36]3[CH:37]=[N:38][NH:39][CH:40]=3)=[CH:25][CH:24]=1)[CH2:19][CH2:18]2)=[O:12].Br[CH2:50][C:51]1[CH:56]=[CH:55][CH:54]=[C:53]([Cl:57])[CH:52]=1.C(=O)([O-])[O-].[Cs+].[Cs+]. (6) Reactant: [NH2:1][C:2]1[CH:7]=[CH:6][C:5]([CH2:8][C:9]([O:11][CH3:12])=[O:10])=[CH:4][C:3]=1[Br:13].[Br:14][C:15]1[CH:20]=[CH:19][CH:18]=[CH:17][C:16]=1[N:21]=[C:22]=[O:23].CCN(CC)CC. Product: [Br:13][C:3]1[CH:4]=[C:5]([CH2:8][C:9]([O:11][CH3:12])=[O:10])[CH:6]=[CH:7][C:2]=1[NH:1][C:22]([NH:21][C:16]1[CH:17]=[CH:18][CH:19]=[CH:20][C:15]=1[Br:14])=[O:23]. The catalyst class is: 1. (7) Reactant: [F:1][C:2]1[CH:3]=[C:4]([CH2:10][NH:11][C:12]2[N:17]=[CH:16][C:15]([CH:18]=[O:19])=[CH:14][CH:13]=2)[C:5]([O:8][CH3:9])=[N:6][CH:7]=1.[C:20]([O:24][C:25](O[C:25]([O:24][C:20]([CH3:23])([CH3:22])[CH3:21])=[O:26])=[O:26])([CH3:23])([CH3:22])[CH3:21]. Product: [C:20]([O:24][C:25](=[O:26])[N:11]([CH2:10][C:4]1[C:5]([O:8][CH3:9])=[N:6][CH:7]=[C:2]([F:1])[CH:3]=1)[C:12]1[CH:13]=[CH:14][C:15]([CH:18]=[O:19])=[CH:16][N:17]=1)([CH3:23])([CH3:22])[CH3:21]. The catalyst class is: 453. (8) Reactant: [H-].[Na+].[CH2:3]([OH:6])[CH2:4][CH3:5].Cl[C:8]1[CH:13]=[CH:12][CH:11]=[C:10](Cl)[N:9]=1. Product: [CH2:3]([O:6][C:8]1[CH:13]=[CH:12][CH:11]=[C:10]([O:6][CH2:3][CH2:4][CH3:5])[N:9]=1)[CH2:4][CH3:5]. The catalyst class is: 3.